The task is: Regression. Given two drug SMILES strings and cell line genomic features, predict the synergy score measuring deviation from expected non-interaction effect.. This data is from NCI-60 drug combinations with 297,098 pairs across 59 cell lines. Drug 1: CC=C1C(=O)NC(C(=O)OC2CC(=O)NC(C(=O)NC(CSSCCC=C2)C(=O)N1)C(C)C)C(C)C. Drug 2: CCC1(CC2CC(C3=C(CCN(C2)C1)C4=CC=CC=C4N3)(C5=C(C=C6C(=C5)C78CCN9C7C(C=CC9)(C(C(C8N6C)(C(=O)OC)O)OC(=O)C)CC)OC)C(=O)OC)O.OS(=O)(=O)O. Cell line: UACC62. Synergy scores: CSS=11.1, Synergy_ZIP=-1.31, Synergy_Bliss=0.344, Synergy_Loewe=-13.3, Synergy_HSA=-0.136.